This data is from Reaction yield outcomes from USPTO patents with 853,638 reactions. The task is: Predict the reaction yield, written as a fraction of the theoretical maximum amount of product (1.0 means a 100% yield; for example, 0.34 means a 34% yield). (1) The reactants are [CH3:1][C:2]1[CH:6]=[CH:5][NH:4][N:3]=1.[C:7](O[C:7]([O:9][C:10]([CH3:13])([CH3:12])[CH3:11])=[O:8])([O:9][C:10]([CH3:13])([CH3:12])[CH3:11])=[O:8]. The catalyst is CN(C1C=CN=CC=1)C.CC#N. The product is [C:10]([O:9][C:7]([N:4]1[CH:5]=[CH:6][C:2]([CH3:1])=[N:3]1)=[O:8])([CH3:13])([CH3:12])[CH3:11]. The yield is 0.960. (2) The reactants are [BH4-].[Li+].C([C@@H]1COC(=O)N1[C:16](=[O:24])[C@H:17]([CH3:23])[CH2:18][C:19]([F:22])([F:21])[F:20])C1C=CC=CC=1.O. The catalyst is C(OCC)C. The product is [F:20][C:19]([F:22])([F:21])[CH2:18][C@@H:17]([CH3:23])[CH2:16][OH:24]. The yield is 0.870. (3) The reactants are [N:1]12[CH2:8][CH2:7][C:4]([C:9]([C:19]3[CH:24]=[CH:23][CH:22]=[C:21]([O:25][CH3:26])[CH:20]=3)([C:11]3[CH:16]=[CH:15][CH:14]=[C:13]([O:17][CH3:18])[CH:12]=3)[OH:10])([CH2:5][CH2:6]1)[CH2:3][CH2:2]2.[C:27]1([CH2:33][O:34][CH2:35][CH2:36][Br:37])[CH:32]=[CH:31][CH:30]=[CH:29][CH:28]=1. The catalyst is CC#N. The product is [Br-:37].[OH:10][C:9]([C:19]1[CH:24]=[CH:23][CH:22]=[C:21]([O:25][CH3:26])[CH:20]=1)([C:11]1[CH:16]=[CH:15][CH:14]=[C:13]([O:17][CH3:18])[CH:12]=1)[C:4]12[CH2:5][CH2:6][N+:1]([CH2:36][CH2:35][O:34][CH2:33][C:27]3[CH:32]=[CH:31][CH:30]=[CH:29][CH:28]=3)([CH2:2][CH2:3]1)[CH2:8][CH2:7]2. The yield is 0.338. (4) The reactants are [Cl:1][C:2]1[CH:26]=[N:25][C:5]2=[N:6][C:7]([N:12]3[CH2:17][CH2:16][N:15]([C:18]([O:20][C:21]([CH3:24])([CH3:23])[CH3:22])=[O:19])[CH2:14][CH2:13]3)=[C:8]([NH:10][NH2:11])[N:9]=[C:4]2[CH:3]=1.[C:27](OC)(OC)(OC)[CH3:28]. The catalyst is CCOCC. The product is [Cl:1][C:2]1[CH:26]=[N:25][C:5]2[N:6]=[C:7]([N:12]3[CH2:13][CH2:14][N:15]([C:18]([O:20][C:21]([CH3:23])([CH3:22])[CH3:24])=[O:19])[CH2:16][CH2:17]3)[C:8]3[N:9]([C:27]([CH3:28])=[N:11][N:10]=3)[C:4]=2[CH:3]=1. The yield is 0.600. (5) The reactants are [F:1][C:2]1[CH:17]=[C:16]([N+:18]([O-:20])=[O:19])[CH:15]=[CH:14][C:3]=1[O:4][C:5]1[C:6]2[N:7]([CH:11]=[CH:12][CH:13]=2)[N:8]=[CH:9][CH:10]=1.[I:21]N1C(=O)CCC1=O. The catalyst is C(Cl)(Cl)Cl. The product is [F:1][C:2]1[CH:17]=[C:16]([N+:18]([O-:20])=[O:19])[CH:15]=[CH:14][C:3]=1[O:4][C:5]1[C:6]2[N:7]([CH:11]=[CH:12][C:13]=2[I:21])[N:8]=[CH:9][CH:10]=1. The yield is 0.310. (6) The reactants are [CH2:1]([O:3][C:4](=[O:18])[C:5]1[C:10]([N+:11]([O-:13])=[O:12])=[CH:9][CH:8]=[C:7]([CH3:14])[C:6]=1[N+:15]([O-:17])=[O:16])[CH3:2].CO[CH:21]([N:24]([CH3:26])[CH3:25])OC. The catalyst is CN(C=O)C. The product is [CH2:1]([O:3][C:4](=[O:18])[C:5]1[C:10]([N+:11]([O-:13])=[O:12])=[CH:9][CH:8]=[C:7]([CH:14]=[CH:21][N:24]([CH3:26])[CH3:25])[C:6]=1[N+:15]([O-:17])=[O:16])[CH3:2]. The yield is 0.580. (7) The yield is 0.870. The catalyst is CN(C)C1C=CN=CC=1.ClCCl. The product is [CH2:34]([O:38][C:39]1([C:43]2[CH:48]=[CH:47][CH:46]=[CH:45][C:44]=2[CH3:49])[CH2:40][N:41]([C:14]([CH:13]([NH:12][C:10](=[O:11])[O:9][C:5]([CH3:6])([CH3:7])[CH3:8])[CH:17]([OH:26])[C:18]2[CH:23]=[CH:22][C:21]([O:24][CH3:25])=[CH:20][CH:19]=2)=[O:16])[CH2:42]1)[CH2:35][CH2:36][CH3:37]. The reactants are C(Cl)CCl.[C:5]([O:9][C:10]([NH:12][CH:13]([CH:17]([OH:26])[C:18]1[CH:23]=[CH:22][C:21]([O:24][CH3:25])=[CH:20][CH:19]=1)[C:14]([OH:16])=O)=[O:11])([CH3:8])([CH3:7])[CH3:6].FC(F)(F)C(O)=O.[CH2:34]([O:38][C:39]1([C:43]2[CH:48]=[CH:47][CH:46]=[CH:45][C:44]=2[CH3:49])[CH2:42][NH:41][CH2:40]1)[CH2:35][CH2:36][CH3:37].C1C=NC2N(O)N=NC=2C=1.[OH-].[Na+]. (8) The reactants are Cl.[NH2:2][CH2:3][C:4]([O:6][CH3:7])=[O:5].Br[CH2:9][C:10]1[CH:17]=[CH:16][C:13]([C:14]#[N:15])=[CH:12][CH:11]=1.C(=O)([O-])[O-].[K+].[K+]. The catalyst is CN(C=O)C.O. The product is [C:14]([C:13]1[CH:16]=[CH:17][C:10]([CH2:9][NH:2][CH2:3][C:4]([O:6][CH3:7])=[O:5])=[CH:11][CH:12]=1)#[N:15]. The yield is 0.210. (9) The reactants are [N:1]1([CH2:6][CH2:7][CH2:8][CH2:9][C:10]2[CH:15]=[CH:14][C:13]([NH2:16])=[CH:12][CH:11]=2)[CH:5]=[CH:4][N:3]=[N:2]1.[C:17](O[C:17]([O:19][C:20]([CH3:23])([CH3:22])[CH3:21])=[O:18])([O:19][C:20]([CH3:23])([CH3:22])[CH3:21])=[O:18]. The catalyst is C1COCC1. The product is [C:20]([O:19][C:17](=[O:18])[NH:16][C:13]1[CH:12]=[CH:11][C:10]([CH2:9][CH2:8][CH2:7][CH2:6][N:1]2[CH:5]=[CH:4][N:3]=[N:2]2)=[CH:15][CH:14]=1)([CH3:23])([CH3:22])[CH3:21]. The yield is 0.820.